From a dataset of Forward reaction prediction with 1.9M reactions from USPTO patents (1976-2016). Predict the product of the given reaction. (1) Given the reactants S(=O)(=O)(O)O.[C:6]1([CH:13]=[CH:12][CH:11]=[C:9]([OH:10])[CH:8]=1)[OH:7].[N:14]([O-])=[O:15].[Na+], predict the reaction product. The product is: [N:14]([C:11]1[CH:12]=[CH:13][C:6]([OH:7])=[CH:8][C:9]=1[OH:10])=[O:15]. (2) Given the reactants [F:1][C:2]1[CH:7]=[C:6]([F:8])[CH:5]=[CH:4][C:3]=1[NH2:9].N1C=CC=CC=1.[CH2:16]([S:19](Cl)(=[O:21])=[O:20])[CH2:17][CH3:18].Cl, predict the reaction product. The product is: [F:1][C:2]1[CH:7]=[C:6]([F:8])[CH:5]=[CH:4][C:3]=1[NH:9][S:19]([CH2:16][CH2:17][CH3:18])(=[O:21])=[O:20]. (3) Given the reactants Cl[C:2]1[N:3]=[C:4]([N:27]2[CH2:32][CH2:31][O:30][CH2:29][CH2:28]2)[C:5]2[S:10][C:9]([C:11]3[CH:12]=[N:13][C:14]([N:17]4[CH2:22][CH2:21][N:20]([S:23]([CH3:26])(=[O:25])=[O:24])[CH2:19][CH2:18]4)=[CH:15][CH:16]=3)=[CH:8][C:6]=2[N:7]=1.CC1(C)C(C)(C)OB([C:41]2[CH:42]=[N:43][C:44]([NH2:47])=[N:45][CH:46]=2)O1, predict the reaction product. The product is: [O:30]1[CH2:29][CH2:28][N:27]([C:4]2[C:5]3[S:10][C:9]([C:11]4[CH:12]=[N:13][C:14]([N:17]5[CH2:18][CH2:19][N:20]([S:23]([CH3:26])(=[O:25])=[O:24])[CH2:21][CH2:22]5)=[CH:15][CH:16]=4)=[CH:8][C:6]=3[N:7]=[C:2]([C:41]3[CH:42]=[N:43][C:44]([NH2:47])=[N:45][CH:46]=3)[N:3]=2)[CH2:32][CH2:31]1.